The task is: Predict the reactants needed to synthesize the given product.. This data is from Full USPTO retrosynthesis dataset with 1.9M reactions from patents (1976-2016). (1) Given the product [CH3:20][C@H:2]1[C@@H:14]2[C:16](=[O:15])[C@H:17]([CH:18]=[CH:19]2)[N:5]([O:6][CH2:7][C:8]2[CH:13]=[CH:12][CH:11]=[CH:10][CH:9]=2)[C:3]1=[O:4], predict the reactants needed to synthesize it. The reactants are: Br[CH:2]([CH3:14])[C:3]([NH:5][O:6][CH2:7][C:8]1[CH:13]=[CH:12][CH:11]=[CH:10][CH:9]=1)=[O:4].[O:15]1[CH:19]=[CH:18][CH:17]=[CH:16]1.[CH3:20]COC(C)=O. (2) The reactants are: [N+:1]([C:4]1[CH:9]=[CH:8][C:7]([CH2:10][S:11]([N:14]2[CH2:18][CH2:17][CH2:16][CH2:15]2)(=[O:13])=[O:12])=[CH:6][CH:5]=1)([O-])=O.[N+](C1C=C(CC(Cl)=O)C=CC=1)([O-])=O.N1CCCC1. Given the product [N:14]1([S:11]([CH2:10][C:7]2[CH:8]=[CH:9][C:4]([NH2:1])=[CH:5][CH:6]=2)(=[O:13])=[O:12])[CH2:15][CH2:16][CH2:17][CH2:18]1, predict the reactants needed to synthesize it. (3) Given the product [NH2:1][C:2]1[C:7]([NH2:8])=[CH:6][C:5]([S:10]([OH:13])(=[O:12])=[O:11])=[C:4]([CH3:9])[CH:3]=1, predict the reactants needed to synthesize it. The reactants are: [NH2:1][C:2]1[CH:3]=[C:4]([CH3:9])[CH:5]=[CH:6][C:7]=1[NH2:8].[S:10](=O)(=[O:13])([OH:12])[OH:11]. (4) Given the product [CH2:11]([C:10]1[C:3]2[C:2]([NH:29][C:21]3[CH:22]=[C:23]4[C:27](=[CH:28][C:20]=3[O:19][CH:16]([CH3:18])[CH3:17])[NH:26][N:25]=[CH:24]4)=[N:7][CH:6]=[N:5][C:4]=2[NH:8][C:9]=1[CH2:13][CH2:14][CH3:15])[CH3:12], predict the reactants needed to synthesize it. The reactants are: Cl[C:2]1[C:3]2[C:10]([CH2:11][CH3:12])=[C:9]([CH2:13][CH2:14][CH3:15])[NH:8][C:4]=2[N:5]=[CH:6][N:7]=1.[CH:16]([O:19][C:20]1[CH:28]=[C:27]2[C:23]([CH:24]=[N:25][NH:26]2)=[CH:22][C:21]=1[NH2:29])([CH3:18])[CH3:17]. (5) Given the product [CH3:28][S:29]([O:27][CH:11]1[CH2:12][N:13]2[C:14](=[N:15][C:16]3[CH:21]=[CH:20][CH:19]=[C:18]([N:22]([CH2:23][CH3:24])[CH2:25][CH3:26])[C:17]=32)[N:9]([C:3]2[CH:4]=[CH:5][C:6]([Cl:8])=[CH:7][C:2]=2[Cl:1])[CH2:10][CH2:33]1)(=[O:31])=[O:30], predict the reactants needed to synthesize it. The reactants are: [Cl:1][C:2]1[CH:7]=[C:6]([Cl:8])[CH:5]=[CH:4][C:3]=1[N:9]1[C:14]2=[N:15][C:16]3[CH:21]=[CH:20][CH:19]=[C:18]([N:22]([CH2:25][CH3:26])[CH2:23][CH3:24])[C:17]=3[N:13]2[CH2:12][CH:11]([OH:27])[CH2:10]1.[CH3:28][S:29](Cl)(=[O:31])=[O:30].[C:33](=O)(O)[O-].[Na+]. (6) The reactants are: [NH2:1][CH:2]1[CH2:10][C:9]2[C:4](=[CH:5][CH:6]=[CH:7][CH:8]=2)[CH2:3]1.[C:11]([O:15][C:16](O[C:16]([O:15][C:11]([CH3:14])([CH3:13])[CH3:12])=[O:17])=[O:17])([CH3:14])([CH3:13])[CH3:12].C(N(CC)CC)C. Given the product [CH2:3]1[C:4]2[C:9](=[CH:8][CH:7]=[CH:6][CH:5]=2)[CH2:10][CH:2]1[NH:1][C:16](=[O:17])[O:15][C:11]([CH3:14])([CH3:13])[CH3:12], predict the reactants needed to synthesize it. (7) Given the product [S:1]1[CH:5]=[C:4]([CH2:6][N:7]([C@@H:8]([CH3:16])[CH:9]([O:10][CH2:11][CH3:12])[O:13][CH2:14][CH3:15])[C:24](=[O:25])[C@@H:22]([NH:21][C:27](=[O:28])[O:29][CH2:30][CH:31]2[C:32]3[CH:33]=[CH:34][CH:35]=[CH:36][C:37]=3[C:38]3[C:43]2=[CH:42][CH:41]=[CH:40][CH:39]=3)[CH3:23])[C:3]2[CH:17]=[CH:18][CH:19]=[CH:20][C:2]1=2, predict the reactants needed to synthesize it. The reactants are: [S:1]1[CH:5]=[C:4]([CH2:6][NH:7][C@@H:8]([CH3:16])[CH:9]([O:13][CH2:14][CH3:15])[O:10][CH2:11][CH3:12])[C:3]2[CH:17]=[CH:18][CH:19]=[CH:20][C:2]1=2.[NH:21]([C:27]([O:29][CH2:30][CH:31]1[C:43]2[C:38](=[CH:39][CH:40]=[CH:41][CH:42]=2)[C:37]2[C:32]1=[CH:33][CH:34]=[CH:35][CH:36]=2)=[O:28])[C@H:22]([C:24](O)=[O:25])[CH3:23].CN(C(ON1N=NC2C=CC=NC1=2)=[N+](C)C)C.F[P-](F)(F)(F)(F)F.CCN(C(C)C)C(C)C. (8) Given the product [CH3:44][O:43][C:40](=[O:42])[C:41]1[CH:8]=[CH:9][C:4]([O:27][CH3:26])=[C:5]([N:12]([C:13](=[O:15])[CH3:14])[C:18]2[CH:23]=[C:22]([Cl:24])[CH:21]=[C:20]([Cl:25])[CH:19]=2)[CH:6]=1, predict the reactants needed to synthesize it. The reactants are: COC(=O)[C:4]1[CH:9]=[CH:8]C(OC)=[CH:6][C:5]=1[NH:12][C:13](=[O:15])[CH3:14].Br[C:18]1[CH:23]=[C:22]([Cl:24])[CH:21]=[C:20]([Cl:25])[CH:19]=1.[C:26](=O)(O)[O-:27].[Na+].C1(C)C=C(C)C=C(C)C=1.[C:40]([O:43][CH2:44]C)(=[O:42])[CH3:41].